Dataset: Full USPTO retrosynthesis dataset with 1.9M reactions from patents (1976-2016). Task: Predict the reactants needed to synthesize the given product. (1) Given the product [OH:65][C@:61]([C:58]1[CH:57]=[C:56]([CH3:55])[O:60][N:59]=1)([CH3:62])[C:63]#[C:64][C:29]1[CH:30]=[CH:31][C:32]2[O:38][CH2:37][CH2:36][N:35]3[C:39]([C:45]([NH:47][CH:48]4[CH2:53][CH2:52][O:51][CH2:50][CH2:49]4)=[O:46])=[C:40]([C:42]([NH2:44])=[O:43])[N:41]=[C:34]3[C:33]=2[CH:54]=1, predict the reactants needed to synthesize it. The reactants are: BrC1C=CC2OCCN3C(I)=C(C(N)=O)N=C3C=2C=1.Cl.NC1CCOCC1.Br[C:29]1[CH:30]=[CH:31][C:32]2[O:38][CH2:37][CH2:36][N:35]3[C:39]([C:45]([NH:47][CH:48]4[CH2:53][CH2:52][O:51][CH2:50][CH2:49]4)=[O:46])=[C:40]([C:42]([NH2:44])=[O:43])[N:41]=[C:34]3[C:33]=2[CH:54]=1.[CH3:55][C:56]1[O:60][N:59]=[C:58]([C@:61]([OH:65])([C:63]#[CH:64])[CH3:62])[CH:57]=1. (2) Given the product [Cl:21][C:22]1[CH:23]=[CH:24][C:25]([O:40][CH3:41])=[C:26]([C:28]2[N:36]3[C:31]([CH:32]=[N:33][C:34]([S:37]([CH3:39])=[O:38])=[N:35]3)=[CH:30][CH:29]=2)[CH:27]=1, predict the reactants needed to synthesize it. The reactants are: ClC1C=CC(OC)=C(C2N3C(C=NC(SC)=N3)=CC=2)C=1.[Cl:21][C:22]1[CH:23]=[CH:24][C:25]([O:40][CH3:41])=[C:26]([C:28]2[N:36]3[C:31]([CH:32]=[N:33][C:34]([S:37]([CH3:39])=[O:38])=[N:35]3)=[CH:30][CH:29]=2)[CH:27]=1.C(Cl)Cl.ClC1C=CC=C(C(OO)=O)C=1. (3) Given the product [F:18][C:14]1[CH:13]=[C:12]([CH:17]=[CH:16][CH:15]=1)[CH2:11][N:10]1[C:5]2[C:6](=[N:7][C:2]([N:30]([C:39]([O:41][C:42]([CH3:45])([CH3:44])[CH3:43])=[O:40])[NH:31][C:32]([O:34][C:35]([CH3:36])([CH3:37])[CH3:38])=[O:33])=[CH:3][CH:4]=2)[CH:8]=[C:9]1[C:19]([O:21][CH2:22][C:23]1[CH:28]=[CH:27][CH:26]=[C:25]([F:29])[CH:24]=1)=[O:20], predict the reactants needed to synthesize it. The reactants are: Cl[C:2]1[N:7]=[C:6]2[CH:8]=[C:9]([C:19]([O:21][CH2:22][C:23]3[CH:28]=[CH:27][CH:26]=[C:25]([F:29])[CH:24]=3)=[O:20])[N:10]([CH2:11][C:12]3[CH:17]=[CH:16][CH:15]=[C:14]([F:18])[CH:13]=3)[C:5]2=[CH:4][CH:3]=1.[NH:30]([C:39]([O:41][C:42]([CH3:45])([CH3:44])[CH3:43])=[O:40])[NH:31][C:32]([O:34][C:35]([CH3:38])([CH3:37])[CH3:36])=[O:33].C([O-])([O-])=O.[Cs+].[Cs+]. (4) Given the product [F:11][C:2]([F:1])([F:10])[C:3]1[CH:8]=[N:7][N:6]2[CH:17]=[CH:18][N:9]=[C:5]2[CH:4]=1, predict the reactants needed to synthesize it. The reactants are: [F:1][C:2]([F:11])([F:10])[C:3]1[CH:4]=[C:5]([NH2:9])[N:6]=[N:7][CH:8]=1.C(=O)(O)[O-].[Na+].[CH2:17](O)[CH3:18]. (5) Given the product [C:25]([O:24][C:22]([N:17]([CH2:18][C:19]([OH:21])=[O:20])[CH:14]1[CH2:13][CH2:12][N:11]([CH2:10][CH2:9][NH:8][C:6]([O:5][C:1]([CH3:4])([CH3:2])[CH3:3])=[O:7])[CH2:16][CH2:15]1)=[O:23])([CH3:28])([CH3:27])[CH3:26], predict the reactants needed to synthesize it. The reactants are: [C:1]([O:5][C:6]([NH:8][CH2:9][CH2:10][N:11]1[CH2:16][CH2:15][CH:14]([NH:17][CH2:18][C:19]([OH:21])=[O:20])[CH2:13][CH2:12]1)=[O:7])([CH3:4])([CH3:3])[CH3:2].[C:22](O[C:22]([O:24][C:25]([CH3:28])([CH3:27])[CH3:26])=[O:23])([O:24][C:25]([CH3:28])([CH3:27])[CH3:26])=[O:23].C(=O)(O)[O-].[Na+].